From a dataset of Reaction yield outcomes from USPTO patents with 853,638 reactions. Predict the reaction yield, written as a fraction of the theoretical maximum amount of product (1.0 means a 100% yield; for example, 0.34 means a 34% yield). (1) The reactants are [Cl:1][C:2]1[CH:3]=[C:4]([CH:7]=[CH:8][C:9]=1[NH2:10])[CH2:5][NH2:6].[I:11]Cl. The catalyst is CO. The product is [Cl:1][C:2]1[CH:3]=[C:4]([CH:7]=[C:8]([I:11])[C:9]=1[NH2:10])[CH2:5][NH2:6]. The yield is 0.420. (2) The reactants are [Cl:1][C:2]1[CH:7]=[C:6]2[NH:8][C:9](=[O:29])[C:10]3([CH:15]([CH2:16][C:17]([CH3:20])([CH3:19])[CH3:18])[CH2:14][C:13](=O)[NH:12][CH:11]3[C:22]3[CH:27]=[CH:26][CH:25]=[C:24]([Cl:28])[CH:23]=3)[C:5]2=[CH:4][CH:3]=1.[BH4-].[Na+]. The catalyst is CO.C(OCC)(=O)C. The product is [Cl:1][C:2]1[CH:7]=[C:6]2[NH:8][C:9](=[O:29])[C:10]3([CH:15]([CH2:16][C:17]([CH3:20])([CH3:18])[CH3:19])[CH2:14][CH2:13][NH:12][CH:11]3[C:22]3[CH:27]=[CH:26][CH:25]=[C:24]([Cl:28])[CH:23]=3)[C:5]2=[CH:4][CH:3]=1. The yield is 0.210. (3) The reactants are [CH3:1][C:2]1[CH:11]=[CH:10][C:9]([N:12]2[CH2:17][CH2:16][N:15]([CH3:18])[CH2:14][CH2:13]2)=[C:8]2[C:3]=1[CH2:4][CH2:5][C@@H:6]([NH:19][C:20](=[O:33])[C:21]1[CH:26]=[CH:25][C:24]([N:27]3[CH2:32][CH2:31][O:30][CH2:29][CH2:28]3)=[CH:23][CH:22]=1)[CH2:7]2.[O:34]=[C:35]([OH:46])[C@@H:36]([C@H:38]([C@@H:40]([C@@H:42]([CH2:44][OH:45])[OH:43])[OH:41])[OH:39])[OH:37]. The catalyst is C(O)C. The product is [O:34]=[C:35]([OH:46])[C@@H:36]([C@H:38]([C@@H:40]([C@@H:42]([CH2:44][OH:45])[OH:43])[OH:41])[OH:39])[OH:37].[CH2:1]([C:2]1[CH:11]=[CH:10][C:9]([N:12]2[CH2:17][CH2:16][N:15]([CH3:18])[CH2:14][CH2:13]2)=[C:8]2[C:3]=1[CH2:4][CH2:5][C@@H:6]([NH:19][C:20](=[O:33])[C:21]1[CH:26]=[CH:25][C:24]([N:27]3[CH2:32][CH2:31][O:30][CH2:29][CH2:28]3)=[CH:23][CH:22]=1)[CH2:7]2)[CH3:35]. The yield is 0.650. (4) The catalyst is Cl[Ni]Cl.C(O)C. The product is [C:19]([O:22][C:23]([NH:2][CH2:1][C:3]([C:10]1[CH2:15][CH2:14][CH2:13][CH2:12][CH:11]=1)([CH3:9])[C:4]([O:6][CH2:7][CH3:8])=[O:5])=[O:24])([CH3:21])([CH3:20])[CH3:18]. The yield is 0.440. The reactants are [C:1]([C:3]([C:10]1[CH2:15][CH2:14][CH2:13][CH2:12][CH:11]=1)([CH3:9])[C:4]([O:6][CH2:7][CH3:8])=[O:5])#[N:2].[BH4-].[Na+].[CH3:18][C:19]([O:22][C:23](O[C:23]([O:22][C:19]([CH3:21])([CH3:20])[CH3:18])=[O:24])=[O:24])([CH3:21])[CH3:20]. (5) The reactants are Cl[C:2]1[C:11]2[C:6](=[CH:7][CH:8]=[C:9]([Cl:12])[N:10]=2)[N:5]=[CH:4][C:3]=1[C:13](=[O:16])[CH2:14][CH3:15].[NH2:17][C:18]1[CH:19]=[CH:20][C:21]([N:24]2[CH2:29][CH2:28][CH2:27][C@@H:26]([NH:30][C:31](=[O:37])[O:32][C:33]([CH3:36])([CH3:35])[CH3:34])[CH2:25]2)=[N:22][CH:23]=1. No catalyst specified. The product is [Cl:12][C:9]1[N:10]=[C:11]2[C:6](=[CH:7][CH:8]=1)[N:5]=[CH:4][C:3]([C:13](=[O:16])[CH2:14][CH3:15])=[C:2]2[NH:17][C:18]1[CH:19]=[CH:20][C:21]([N:24]2[CH2:29][CH2:28][CH2:27][C@@H:26]([NH:30][C:31](=[O:37])[O:32][C:33]([CH3:35])([CH3:34])[CH3:36])[CH2:25]2)=[N:22][CH:23]=1. The yield is 0.840. (6) The reactants are [Br:1][CH2:2][CH2:3][CH2:4][CH2:5][C:6]1[CH:11]=[CH:10][C:9]([CH2:12][CH2:13][CH2:14][CH3:15])=[CH:8][CH:7]=1.[CH2:16]1[C:25]2[C:20](=[CH:21][CH:22]=[CH:23][CH:24]=2)[CH2:19][CH2:18][NH:17]1. The catalyst is C(#N)C. The product is [Br-:1].[CH2:12]([C:9]1[CH:10]=[CH:11][C:6]([CH2:5][CH2:4][CH2:3][CH2:2][N+:17]2[CH:18]=[CH:19][C:20]3[CH2:21][CH2:22][CH2:23][CH2:24][C:25]=3[CH:16]=2)=[CH:7][CH:8]=1)[CH2:13][CH2:14][CH3:15]. The yield is 0.720. (7) The catalyst is C(OCC)(=O)C.[Pd]. The yield is 0.712. The product is [CH3:1][N:2]1[C:6]2([CH2:10][CH2:9][C@@H:8]([C:11]([OH:13])=[O:12])[CH2:7]2)[C:5](=[O:21])[NH:4][C:3]1=[O:22]. The reactants are [CH3:1][N:2]1[C:6]2([CH2:10][CH2:9][C@@H:8]([C:11]([O:13]CC3C=CC=CC=3)=[O:12])[CH2:7]2)[C:5](=[O:21])[NH:4][C:3]1=[O:22]. (8) The reactants are [NH2:1][C@H:2]1[CH2:6][N:5]([C:7]([O:9][C:10]([CH3:13])([CH3:12])[CH3:11])=[O:8])[CH2:4][C@H:3]1[C:14]([O:16][C:17]([CH3:20])([CH3:19])[CH3:18])=[O:15].[CH:21](=O)[C:22]1[CH:27]=[CH:26][CH:25]=[CH:24][CH:23]=1.[C:29](O[BH-](OC(=O)C)OC(=O)C)(=O)C.[Na+]. The catalyst is ClCCl.CO. The product is [CH2:21]([N:1]([CH3:29])[C@H:2]1[CH2:6][N:5]([C:7]([O:9][C:10]([CH3:13])([CH3:12])[CH3:11])=[O:8])[CH2:4][C@H:3]1[C:14]([O:16][C:17]([CH3:20])([CH3:19])[CH3:18])=[O:15])[C:22]1[CH:27]=[CH:26][CH:25]=[CH:24][CH:23]=1. The yield is 0.880. (9) The reactants are CN([CH:4]=[C:5]1[C:11](=O)[C:10]2[CH:13]=[CH:14][CH:15]=[CH:16][C:9]=2[NH:8][C:7](=[O:17])[CH2:6]1)C.Cl.[CH:19]1([C:22]([NH2:24])=[NH:23])[CH2:21][CH2:20]1. No catalyst specified. The product is [CH:19]1([C:22]2[N:23]=[CH:4][C:5]3[CH2:6][C:7](=[O:17])[NH:8][C:9]4[CH:16]=[CH:15][CH:14]=[CH:13][C:10]=4[C:11]=3[N:24]=2)[CH2:21][CH2:20]1. The yield is 0.620.